Dataset: Full USPTO retrosynthesis dataset with 1.9M reactions from patents (1976-2016). Task: Predict the reactants needed to synthesize the given product. (1) Given the product [Cl:1][C:2]1[C:3]([O:27][CH2:28][CH2:29][N:30]2[CH2:34][CH2:33][CH2:32][CH2:31]2)=[C:4]2[NH:10][C:9]([C:11]3[CH:16]=[CH:15][C:14]([O:17][CH2:18][CH2:19][N:20]4[CH2:21][CH2:22][O:23][CH2:24][CH2:25]4)=[CH:13][CH:12]=3)=[N:8][C:5]2=[N:6][CH:7]=1, predict the reactants needed to synthesize it. The reactants are: [Cl:1][C:2]1[C:3](Cl)=[C:4]2[N:10]=[C:9]([C:11]3[CH:16]=[CH:15][C:14]([O:17][CH2:18][CH2:19][N:20]4[CH2:25][CH2:24][O:23][CH2:22][CH2:21]4)=[CH:13][CH:12]=3)[NH:8][C:5]2=[N:6][CH:7]=1.[OH:27][CH2:28][CH2:29][N:30]1[CH2:34][CH2:33][CH2:32][CH2:31]1.[H-].[Na+]. (2) Given the product [C:4]([C:3]1[C:2]([N:18]2[CH2:21][CH:20]([C:22]([OH:24])=[O:23])[CH2:19]2)=[N:9][C:8]([CH3:10])=[C:7]([C:11]2[O:12][C:13]([CH2:16][CH3:17])=[CH:14][N:15]=2)[CH:6]=1)#[N:5], predict the reactants needed to synthesize it. The reactants are: Cl[C:2]1[N:9]=[C:8]([CH3:10])[C:7]([C:11]2[O:12][C:13]([CH2:16][CH3:17])=[CH:14][N:15]=2)=[CH:6][C:3]=1[C:4]#[N:5].[NH:18]1[CH2:21][CH:20]([C:22]([OH:24])=[O:23])[CH2:19]1. (3) The reactants are: [C:1]([C:4]1[C:5]([C:20]2[CH:25]=[CH:24][CH:23]=[C:22]([F:26])[CH:21]=2)=[N:6][N:7]2[CH2:12][CH2:11][N:10](C(OC(C)(C)C)=O)[CH2:9][C:8]=12)(=[O:3])[NH2:2].C(O)(C(F)(F)F)=O. Given the product [F:26][C:22]1[CH:21]=[C:20]([C:5]2[C:4]([C:1]([NH2:2])=[O:3])=[C:8]3[CH2:9][NH:10][CH2:11][CH2:12][N:7]3[N:6]=2)[CH:25]=[CH:24][CH:23]=1, predict the reactants needed to synthesize it.